From a dataset of Full USPTO retrosynthesis dataset with 1.9M reactions from patents (1976-2016). Predict the reactants needed to synthesize the given product. (1) The reactants are: O.O[O:3][S:4]([O-:6])=O.[K+].[CH2:8]1[CH:15]2[C:11]3([C:17]([NH:19][C:20]4[S:28][C:23]5[CH2:24][O:25][CH2:26][CH2:27][C:22]=5[C:21]=4[C:29]([NH:31][CH2:32][CH2:33]SC)=[O:30])=[O:18])[CH2:12][CH:13]([CH2:16][CH:9]1[CH2:10]3)[CH2:14]2.[CH3:36]O. Given the product [CH2:14]1[CH:15]2[C:11]3([C:17]([NH:19][C:20]4[S:28][C:23]5[CH2:24][O:25][CH2:26][CH2:27][C:22]=5[C:21]=4[C:29]([NH:31][CH2:32][CH2:33][S:4]([CH3:36])(=[O:6])=[O:3])=[O:30])=[O:18])[CH2:10][CH:9]([CH2:16][CH:13]1[CH2:12]3)[CH2:8]2, predict the reactants needed to synthesize it. (2) Given the product [C:20]1([C:32]2[CH:37]=[CH:36][CH:35]=[CH:34][CH:33]=2)[CH:21]=[CH:22][C:17]([CH2:16][C@H:15]([NH:14][C:12](=[O:13])[O:11][C:7]([CH3:10])([CH3:9])[CH3:8])[C:26]([N:28]([CH3:30])[CH3:29])=[O:27])=[CH:18][CH:19]=1, predict the reactants needed to synthesize it. The reactants are: C(=O)([O-])[O-].[K+].[K+].[C:7]([O:11][C:12]([NH:14][C@H:15]([C:26]([N:28]([CH3:30])[CH3:29])=[O:27])[CH2:16][C:17]1[CH:22]=[CH:21][C:20](B(O)O)=[CH:19][CH:18]=1)=[O:13])([CH3:10])([CH3:9])[CH3:8].Br[C:32]1[CH:37]=[CH:36][CH:35]=[CH:34][CH:33]=1.